The task is: Regression. Given two drug SMILES strings and cell line genomic features, predict the synergy score measuring deviation from expected non-interaction effect.. This data is from NCI-60 drug combinations with 297,098 pairs across 59 cell lines. Drug 1: CC(C1=C(C=CC(=C1Cl)F)Cl)OC2=C(N=CC(=C2)C3=CN(N=C3)C4CCNCC4)N. Drug 2: CC1=C(C=C(C=C1)NC2=NC=CC(=N2)N(C)C3=CC4=NN(C(=C4C=C3)C)C)S(=O)(=O)N.Cl. Cell line: IGROV1. Synergy scores: CSS=6.41, Synergy_ZIP=-0.975, Synergy_Bliss=7.06, Synergy_Loewe=4.26, Synergy_HSA=6.07.